Dataset: Full USPTO retrosynthesis dataset with 1.9M reactions from patents (1976-2016). Task: Predict the reactants needed to synthesize the given product. (1) Given the product [CH3:1][C:2]1[CH:3]=[C:4]([CH:18]=[CH:19][C:20]=1[CH3:21])[C:5]([C:7]1[C:16](=[O:17])[C:15]2[C:10](=[CH:11][CH:12]=[CH:13][CH:14]=2)[N:9]([CH2:25][C:26]2[CH:31]=[CH:30][CH:29]=[C:28]([CH3:32])[N:27]=2)[N:8]=1)=[O:6], predict the reactants needed to synthesize it. The reactants are: [CH3:1][C:2]1[CH:3]=[C:4]([CH:18]=[CH:19][C:20]=1[CH3:21])[C:5]([C:7]1[C:16](=[O:17])[C:15]2[C:10](=[CH:11][CH:12]=[CH:13][CH:14]=2)[NH:9][N:8]=1)=[O:6].[H-].[Na+].Br[CH2:25][C:26]1[CH:31]=[CH:30][CH:29]=[C:28]([CH3:32])[N:27]=1. (2) Given the product [OH:32][CH2:31][C@@H:12]1[CH2:11][C@@H:10]([NH:9][C:7]([C:5]2[S:6][C:2]([Cl:1])=[CH:3][CH:4]=2)=[O:8])[C@@H:14]([NH:15][C:16](=[O:30])[C:17]2[CH:22]=[CH:21][C:20]([N:23]3[CH:28]=[CH:27][CH:26]=[CH:25][C:24]3=[O:29])=[CH:19][CH:18]=2)[CH2:13]1, predict the reactants needed to synthesize it. The reactants are: [Cl:1][C:2]1[S:6][C:5]([C:7]([NH:9][C@H:10]2[C@@H:14]([NH:15][C:16](=[O:30])[C:17]3[CH:22]=[CH:21][C:20]([N:23]4[CH:28]=[CH:27][CH:26]=[CH:25][C:24]4=[O:29])=[CH:19][CH:18]=3)[CH2:13][C@H:12]([C:31](O)=[O:32])[CH2:11]2)=[O:8])=[CH:4][CH:3]=1.CCN(CC)CC.ClC(OCC)=O.[BH4-].[Na+]. (3) The reactants are: [CH2:1]([N:4]1[CH2:9][CH:8]2[CH:6]([C:7]2([C:11]2[CH:12]=[C:13]([CH:15]=[CH:16][CH:17]=2)[NH2:14])[CH3:10])[CH2:5]1)[CH:2]=[CH2:3].[CH3:18][S:19](Cl)(=[O:21])=[O:20]. Given the product [CH2:1]([N:4]1[CH2:5][CH:6]2[CH:8]([C:7]2([C:11]2[CH:12]=[C:13]([NH:14][S:19]([CH3:18])(=[O:21])=[O:20])[CH:15]=[CH:16][CH:17]=2)[CH3:10])[CH2:9]1)[CH:2]=[CH2:3], predict the reactants needed to synthesize it. (4) Given the product [CH3:27][C:21]1[C:22]([CH3:26])=[CH:23][CH:24]=[CH:25][C:20]=1[O:19][C:16]1[CH:17]=[CH:18][C:13]([NH:12][C:10](=[O:11])[C:9]([CH3:28])([CH3:29])[NH2:5])=[CH:14][CH:15]=1, predict the reactants needed to synthesize it. The reactants are: CC([N:5]([C:9]([CH3:29])([CH3:28])[C:10]([NH:12][C:13]1[CH:18]=[CH:17][C:16]([O:19][C:20]2[CH:25]=[CH:24][CH:23]=[C:22]([CH3:26])[C:21]=2[CH3:27])=[CH:15][CH:14]=1)=[O:11])C(=O)[O-])(C)C.C(O)(C(F)(F)F)=O. (5) Given the product [CH2:24]([O:28][C:29]1[CH:34]=[CH:33][C:32]([S:35]([N:21]2[CH2:22][CH2:23][CH:18]([N:4]([CH:1]3[CH2:3][CH2:2]3)[S:5]([C:8]3[CH:13]=[CH:12][CH:11]=[C:10]([C:14]([F:17])([F:15])[F:16])[CH:9]=3)(=[O:6])=[O:7])[CH2:19][CH2:20]2)(=[O:37])=[O:36])=[CH:31][CH:30]=1)[CH2:25][CH2:26][CH3:27], predict the reactants needed to synthesize it. The reactants are: [CH:1]1([N:4]([CH:18]2[CH2:23][CH2:22][NH:21][CH2:20][CH2:19]2)[S:5]([C:8]2[CH:13]=[CH:12][CH:11]=[C:10]([C:14]([F:17])([F:16])[F:15])[CH:9]=2)(=[O:7])=[O:6])[CH2:3][CH2:2]1.[CH2:24]([O:28][C:29]1[CH:34]=[CH:33][C:32]([S:35](Cl)(=[O:37])=[O:36])=[CH:31][CH:30]=1)[CH2:25][CH2:26][CH3:27].CCN(C(C)C)C(C)C.